Task: Predict which catalyst facilitates the given reaction.. Dataset: Catalyst prediction with 721,799 reactions and 888 catalyst types from USPTO (1) Reactant: [NH2:1][C:2]1[C:3](C(O)=O)=[N:4][C:5]([C:15]2[CH:20]=[CH:19][C:18](=[O:21])[N:17]([CH:22]([CH3:24])[CH3:23])[N:16]=2)=[C:6]([C:8]2[CH:13]=[CH:12][CH:11]=[CH:10][C:9]=2[Br:14])[N:7]=1.CC(C)=O. Product: [NH2:1][C:2]1[N:7]=[C:6]([C:8]2[CH:13]=[CH:12][CH:11]=[CH:10][C:9]=2[Br:14])[C:5]([C:15]2[CH:20]=[CH:19][C:18](=[O:21])[N:17]([CH:22]([CH3:24])[CH3:23])[N:16]=2)=[N:4][CH:3]=1. The catalyst class is: 262. (2) Reactant: C1(P(C2CCCCC2)C2C=CC=CC=2C2C(C(C)C)=CC(C(C)C)=CC=2C(C)C)CCCCC1.[CH3:35][CH:36]1[N:41]([C:42]2[N:47]=[C:46]([NH2:48])[CH:45]=[CH:44][CH:43]=2)[CH2:40][CH2:39][O:38][CH2:37]1.Cl[C:50]1[C:59]2[C:54](=[CH:55][C:56]([F:61])=[CH:57][C:58]=2[F:60])[N:53]=[C:52]([C:62]2[CH:67]=[C:66]([CH3:68])[CH:65]=[CH:64][N:63]=2)[C:51]=1[CH3:69].CC(C)([O-])C.[Na+]. Product: [F:60][C:58]1[CH:57]=[C:56]([F:61])[CH:55]=[C:54]2[C:59]=1[C:50]([NH:48][C:46]1[CH:45]=[CH:44][CH:43]=[C:42]([N:41]3[CH2:40][CH2:39][O:38][CH2:37][CH:36]3[CH3:35])[N:47]=1)=[C:51]([CH3:69])[C:52]([C:62]1[CH:67]=[C:66]([CH3:68])[CH:65]=[CH:64][N:63]=1)=[N:53]2. The catalyst class is: 101. (3) Reactant: [Cl:1][C:2]1[CH:3]=[C:4]([NH2:19])[CH:5]=[N:6][C:7]=1[O:8][C:9]1[CH:10]=[N:11][C:12]2[C:17]([CH:18]=1)=[CH:16][CH:15]=[CH:14][CH:13]=2.[Cl:20][C:21]1[CH:26]=[C:25]([Cl:27])[CH:24]=[CH:23][C:22]=1[S:28](Cl)(=[O:30])=[O:29].C(N([CH2:37][CH3:38])CC)C. Product: [Cl:20][C:21]1[CH:26]=[C:25]([Cl:27])[CH:24]=[CH:23][C:22]=1[S:28]([N:19]([S:28]([C:38]1[CH:37]=[CH:22][C:21]([Cl:20])=[CH:26][C:25]=1[Cl:27])(=[O:30])=[O:29])[C:4]1[CH:5]=[N:6][C:7]([O:8][C:9]2[CH:10]=[N:11][C:12]3[C:17]([CH:18]=2)=[CH:16][CH:15]=[CH:14][CH:13]=3)=[C:2]([Cl:1])[CH:3]=1)(=[O:30])=[O:29]. The catalyst class is: 4. (4) Product: [C:30]1([C:33]2[CH:38]=[CH:37][CH:36]=[CH:35][CH:34]=2)[CH:29]=[CH:28][C:27]([S:24]([NH:23][CH:22]2[C:16]3[CH:15]=[CH:14][CH:13]=[C:12]([O:11][CH2:10][C:9]([OH:39])=[O:8])[C:17]=3[CH2:18][CH2:19][CH2:20][CH2:21]2)(=[O:26])=[O:25])=[CH:32][CH:31]=1. The catalyst class is: 799. Reactant: O.[OH-].[Li+].C([O:8][C:9](=[O:39])[CH2:10][O:11][C:12]1[C:17]2[CH2:18][CH2:19][CH2:20][CH2:21][CH:22]([NH:23][S:24]([C:27]3[CH:32]=[CH:31][C:30]([C:33]4[CH:38]=[CH:37][CH:36]=[CH:35][CH:34]=4)=[CH:29][CH:28]=3)(=[O:26])=[O:25])[C:16]=2[CH:15]=[CH:14][CH:13]=1)(C)(C)C. (5) Reactant: [F:1][C:2]1[CH:7]=[CH:6][C:5]([C:8]2[CH2:12][CH:11]([CH2:13][NH:14][C@H:15]3[CH2:20][CH2:19][C@H:18]([C:21]4[CH:30]=[CH:29][C:24]5[NH:25][C:26](=[O:28])[O:27][C:23]=5[CH:22]=4)[CH2:17][CH2:16]3)[O:10][N:9]=2)=[CH:4][CH:3]=1.[OH-].[Na+].[BH-](OC(C)=O)(OC(C)=O)O[C:35](C)=O.[Na+]. Product: [F:1][C:2]1[CH:3]=[CH:4][C:5]([C:8]2[CH2:12][CH:11]([CH2:13][N:14]([CH3:35])[C@H:15]3[CH2:16][CH2:17][C@H:18]([C:21]4[CH:30]=[CH:29][C:24]5[NH:25][C:26](=[O:28])[O:27][C:23]=5[CH:22]=4)[CH2:19][CH2:20]3)[O:10][N:9]=2)=[CH:6][CH:7]=1. The catalyst class is: 5. (6) Reactant: Cl[C:2]1[C:7]([N+:8]([O-:10])=[O:9])=[CH:6][CH:5]=[CH:4][N:3]=1.[NH:11]1[CH2:16][CH2:15][NH:14][CH2:13][CH2:12]1. Product: [N+:8]([C:7]1[C:2]([N:11]2[CH2:16][CH2:15][NH:14][CH2:13][CH2:12]2)=[N:3][CH:4]=[CH:5][CH:6]=1)([O-:10])=[O:9]. The catalyst class is: 32. (7) Reactant: [C:1]([NH:4][C@@H:5]1[CH2:10][C@H:9]([NH:11][CH2:12][C:13]2[CH:18]=[CH:17][C:16]([O:19][CH3:20])=[CH:15][CH:14]=2)[CH2:8][CH2:7][C@@H:6]1[N:21]1[CH2:25][CH2:24][C@H:23]([NH:26][C:27](=[O:36])[O:28][CH2:29][C:30]2[CH:35]=[CH:34][CH:33]=[CH:32][CH:31]=2)[C:22]1=[O:37])(=[O:3])[CH3:2].[CH2:38](N(CC)CC)C.C=O.C(O[BH-](OC(=O)C)OC(=O)C)(=O)C.[Na+]. Product: [C:1]([NH:4][C@@H:5]1[CH2:10][C@H:9]([N:11]([CH2:12][C:13]2[CH:14]=[CH:15][C:16]([O:19][CH3:20])=[CH:17][CH:18]=2)[CH3:38])[CH2:8][CH2:7][C@@H:6]1[N:21]1[CH2:25][CH2:24][C@H:23]([NH:26][C:27](=[O:36])[O:28][CH2:29][C:30]2[CH:31]=[CH:32][CH:33]=[CH:34][CH:35]=2)[C:22]1=[O:37])(=[O:3])[CH3:2]. The catalyst class is: 4. (8) Reactant: Cl.CN(C)CCCN=C=NCC.[F:13][C:14]1[CH:15]=[C:16]([NH:21][CH:22]([C:24]2[CH:25]=[C:26]([C:41](O)=[O:42])[CH:27]=[C:28]3[C:33]=2[O:32][C:31]([N:34]2[CH2:39][CH2:38][O:37][CH2:36][CH2:35]2)=[CH:30][C:29]3=[O:40])[CH3:23])[CH:17]=[C:18]([F:20])[CH:19]=1.[C:44]([Si:48]([C:60]1[CH:65]=[CH:64][CH:63]=[CH:62][CH:61]=1)([C:54]1[CH:59]=[CH:58][CH:57]=[CH:56][CH:55]=1)[O:49][CH2:50][CH2:51][NH:52][CH3:53])([CH3:47])([CH3:46])[CH3:45].OC1C=CC=C[N+]=1[O-]. Product: [Si:48]([O:49][CH2:50][CH2:51][N:52]([CH3:53])[C:41]([C:26]1[CH:27]=[C:28]2[C:33](=[C:24]([CH:22]([NH:21][C:16]3[CH:17]=[C:18]([F:20])[CH:19]=[C:14]([F:13])[CH:15]=3)[CH3:23])[CH:25]=1)[O:32][C:31]([N:34]1[CH2:39][CH2:38][O:37][CH2:36][CH2:35]1)=[CH:30][C:29]2=[O:40])=[O:42])([C:44]([CH3:46])([CH3:47])[CH3:45])([C:60]1[CH:61]=[CH:62][CH:63]=[CH:64][CH:65]=1)[C:54]1[CH:55]=[CH:56][CH:57]=[CH:58][CH:59]=1. The catalyst class is: 2. (9) Reactant: [CH3:1][O:2][C:3]1[CH:4]=[C:5]2[C:10](=[CH:11][C:12]=1[O:13][CH3:14])[N:9]=[CH:8][C:7]([C:15]#[N:16])=[C:6]2[CH3:17].[Li+].C[Si]([N-][Si](C)(C)C)(C)C.[N:28]1([C:33]([C:35]2[CH:36]=[C:37]([O:41][CH:42]3[CH2:47][CH2:46][N:45]([C:48]([O-:50])=[O:49])[CH2:44][CH2:43]3)[CH:38]=[N:39][CH:40]=2)=O)C=CN=C1. Product: [NH2:16][C:15]1[N:28]=[C:33]([C:35]2[CH:36]=[C:37]([O:41][CH:42]3[CH2:43][CH2:44][N:45]([C:48]([O:50][C:5]([CH3:10])([CH3:6])[CH3:4])=[O:49])[CH2:46][CH2:47]3)[CH:38]=[N:39][CH:40]=2)[CH:17]=[C:6]2[C:7]=1[CH:8]=[N:9][C:10]1[CH:11]=[C:12]([O:13][CH3:14])[C:3]([O:2][CH3:1])=[CH:4][C:5]2=1. The catalyst class is: 1. (10) Reactant: C(OC1C=C(SC2C=CC(CCC[C:25]3(CSC)[CH2:29][O:28][C:27](=[O:30])[NH:26]3)=C(Cl)C=2)C=CC=1)C1C=CC=CC=1.[CH3:35][C:36]([O:39][C:40](O[C:40]([O:39][C:36]([CH3:38])([CH3:37])[CH3:35])=[O:41])=[O:41])([CH3:38])[CH3:37].CN(C1C=CC=CN=1)C. Product: [C:40]([N:26]1[CH2:25][CH2:29][O:28][C:27]1=[O:30])([O:39][C:36]([CH3:38])([CH3:37])[CH3:35])=[O:41]. The catalyst class is: 10.